Dataset: Reaction yield outcomes from USPTO patents with 853,638 reactions. Task: Predict the reaction yield, written as a fraction of the theoretical maximum amount of product (1.0 means a 100% yield; for example, 0.34 means a 34% yield). (1) The reactants are [CH3:1][O:2][C:3]1[CH:12]=[C:11]2[C:6]([C:7]([NH:13][C:14]3[CH:19]=[CH:18][C:17]([O:20][C:21]4[CH:26]=[CH:25][CH:24]=[CH:23][CH:22]=4)=[CH:16][CH:15]=3)=[N:8][CH:9]=[N:10]2)=[CH:5][C:4]=1[NH2:27].O1CCOC[CH2:29]1.C(Cl)Cl.[C:37](Cl)(=[O:40])[CH:38]=[CH2:39]. The catalyst is O. The product is [CH2:1]([O:2][C:3]1[CH:12]=[C:11]2[C:6]([C:7]([NH:13][C:14]3[CH:15]=[CH:16][C:17]([O:20][C:21]4[CH:26]=[CH:25][CH:24]=[CH:23][CH:22]=4)=[CH:18][CH:19]=3)=[N:8][CH:9]=[N:10]2)=[CH:5][C:4]=1[NH:27][C:37](=[O:40])[CH:38]=[CH2:39])[CH3:29]. The yield is 0.103. (2) The yield is 0.990. The product is [CH:1]1([NH:4][C:5]2[C:24]([C:23]([OH:21])=[O:25])=[N:7][CH:8]=[C:9]([CH2:11][C:12]3[CH:17]=[CH:16][C:15]([F:18])=[CH:14][CH:13]=3)[CH:10]=2)[CH2:3][CH2:2]1. The reactants are [CH:1]1([NH:4][C:5]2C(C#N)=[N:7][CH:8]=[C:9]([CH2:11][C:12]3[CH:17]=[CH:16][C:15]([F:18])=[CH:14][CH:13]=3)[CH:10]=2)[CH2:3][CH2:2]1.[OH-:21].[Na+].[CH2:23]([OH:25])[CH3:24]. No catalyst specified. (3) The reactants are Br[C:2]1[C:3]([C:8]2[CH:13]=[N:12][N:11]3[C:14]([NH:17][C:18]4[CH:23]=[CH:22][C:21]([C:24]([F:27])([F:26])[F:25])=[CH:20][CH:19]=4)=[N:15][N:16]=[C:10]3[CH:9]=2)=[N:4][CH:5]=[CH:6][CH:7]=1.C([Sn](CCCC)(CCCC)[C:33]1[S:34][CH:35]=[CH:36][N:37]=1)CCC.[Cl-].[Li+].C(Cl)(Cl)Cl. The catalyst is O1CCOCC1.[Cu]I.C1(P([Pd-4](P(C2C=CC=CC=2)(C2C=CC=CC=2)C2C=CC=CC=2)(P(C2C=CC=CC=2)(C2C=CC=CC=2)C2C=CC=CC=2)P(C2C=CC=CC=2)(C2C=CC=CC=2)C2C=CC=CC=2)(C2C=CC=CC=2)C2C=CC=CC=2)C=CC=CC=1.O. The product is [S:34]1[CH:35]=[CH:36][N:37]=[C:33]1[C:2]1[C:3]([C:8]2[CH:13]=[N:12][N:11]3[C:14]([NH:17][C:18]4[CH:23]=[CH:22][C:21]([C:24]([F:26])([F:27])[F:25])=[CH:20][CH:19]=4)=[N:15][N:16]=[C:10]3[CH:9]=2)=[N:4][CH:5]=[CH:6][CH:7]=1. The yield is 0.550. (4) The reactants are [C:1]([CH:9]1[CH2:14][CH2:13][CH:12](O)[CH2:11][CH2:10]1)([CH2:4][C:5]([CH3:8])([CH3:7])[CH3:6])([CH3:3])[CH3:2].S(=O)(=O)(O)O.S([O-])([O-])(=O)=O.[Na+].[Na+]. The catalyst is O. The product is [C:1]([CH:9]1[CH2:14][CH2:13][CH:12]=[CH:11][CH2:10]1)([CH2:4][C:5]([CH3:7])([CH3:8])[CH3:6])([CH3:2])[CH3:3]. The yield is 0.940. (5) The reactants are [OH-].[Na+].C[O:4][C:5]([C:7]1[CH:12]=[CH:11][CH:10]=[CH:9][C:8]=1[CH:13]1[CH2:17][CH2:16][N:15]([C:18]([O-:20])=[O:19])[CH2:14]1)=[O:6]. The catalyst is CO. The product is [C:7]([O:20][C:18]([N:15]1[CH2:16][CH2:17][CH:13]([C:8]2[CH:9]=[CH:10][CH:11]=[CH:12][C:7]=2[C:5]([OH:4])=[O:6])[CH2:14]1)=[O:19])([CH3:12])([CH3:8])[CH3:5]. The yield is 0.980. (6) The reactants are [F:1][C:2]1[CH:11]=[C:10]([NH:12][S:13]([C:16]2[CH:21]=[CH:20][C:19]([CH:22]=O)=[CH:18][C:17]=2[CH3:24])(=[O:15])=[O:14])[CH:9]=[CH:8][C:3]=1[C:4]([O:6][CH3:7])=[O:5].[C:25]([NH2:29])([CH3:28])([CH3:27])[CH3:26].C([BH3-])#N.[Na+]. The catalyst is O1CCCC1. The product is [C:25]([NH:29][CH2:22][C:19]1[CH:20]=[CH:21][C:16]([S:13]([NH:12][C:10]2[CH:9]=[CH:8][C:3]([C:4]([O:6][CH3:7])=[O:5])=[C:2]([F:1])[CH:11]=2)(=[O:14])=[O:15])=[C:17]([CH3:24])[CH:18]=1)([CH3:28])([CH3:27])[CH3:26]. The yield is 0.470. (7) The reactants are [C:1]([C:5]1[CH:10]=[CH:9][CH:8]=[CH:7][C:6]=1[N:11]1[CH2:16][CH2:15][N:14]([C:17]([C:19]2[O:23][N:22]=[C:21]([O:24][CH2:25][C:26]([O:28]C(C)(C)C)=[O:27])[CH:20]=2)=[O:18])[CH2:13][CH2:12]1)([CH3:4])([CH3:3])[CH3:2].FC(F)(F)C(O)=O.[OH-].[Na+]. The product is [C:1]([C:5]1[CH:10]=[CH:9][CH:8]=[CH:7][C:6]=1[N:11]1[CH2:16][CH2:15][N:14]([C:17]([C:19]2[O:23][N:22]=[C:21]([O:24][CH2:25][C:26]([OH:28])=[O:27])[CH:20]=2)=[O:18])[CH2:13][CH2:12]1)([CH3:4])([CH3:2])[CH3:3]. The yield is 0.860. No catalyst specified.